Dataset: Full USPTO retrosynthesis dataset with 1.9M reactions from patents (1976-2016). Task: Predict the reactants needed to synthesize the given product. (1) Given the product [Br:5][C:6]1[CH:11]=[CH:10][C:9]([CH2:12][C:13]([C:15]2[N:16]([S:26]([N:29]([CH3:31])[CH3:30])(=[O:27])=[O:28])[CH:17]=[C:18]([CH2:20][C:21]([CH3:25])([CH3:24])[CH2:22][CH3:23])[N:19]=2)([OH:14])[CH3:32])=[CH:8][CH:7]=1, predict the reactants needed to synthesize it. The reactants are: [Cl-].[Ce+3].[Cl-].[Cl-].[Br:5][C:6]1[CH:11]=[CH:10][C:9]([CH2:12][C:13]([C:15]2[N:16]([S:26]([N:29]([CH3:31])[CH3:30])(=[O:28])=[O:27])[CH:17]=[C:18]([CH2:20][C:21]([CH3:25])([CH3:24])[CH2:22][CH3:23])[N:19]=2)=[O:14])=[CH:8][CH:7]=1.[CH3:32][Mg]Br. (2) Given the product [C:19]([O:18][C:16](=[O:17])[NH:15][C@@H:12]1[CH2:13][CH2:14][N:10]([C:8](=[O:9])[NH:35][C@@H:32]2[CH2:33][CH2:34][N:30]([CH2:23][C:24]3[CH:29]=[CH:28][CH:27]=[CH:26][CH:25]=3)[CH2:31]2)[CH2:11]1)([CH3:20])([CH3:21])[CH3:22], predict the reactants needed to synthesize it. The reactants are: C1(O[C:8]([N:10]2[CH2:14][CH2:13][C@@H:12]([NH:15][C:16]([O:18][C:19]([CH3:22])([CH3:21])[CH3:20])=[O:17])[CH2:11]2)=[O:9])C=CC=CC=1.[CH2:23]([N:30]1[CH2:34][CH2:33][C@@H:32]([NH2:35])[CH2:31]1)[C:24]1[CH:29]=[CH:28][CH:27]=[CH:26][CH:25]=1. (3) The reactants are: [CH:1]12[CH2:10][CH:5]3[CH2:6][CH:7]([CH2:9][CH:3]([CH2:4]3)[C:2]1=[O:11])[CH2:8]2.[CH2:12]([Li])[CH3:13].[C:15](Cl)(=[O:19])[C:16]([CH3:18])=[CH2:17]. Given the product [C:15]([O:11][C:2]1([CH2:12][CH3:13])[CH:3]2[CH2:9][CH:7]3[CH2:6][CH:5]([CH2:10][CH:1]1[CH2:8]3)[CH2:4]2)(=[O:19])[C:16]([CH3:18])=[CH2:17], predict the reactants needed to synthesize it. (4) Given the product [CH3:1][O:2][C:3]1[CH:4]=[C:5]([CH:21]=[CH:22][C:23]=1[O:24][CH2:25][C:26]1[N:27]=[C:28]([N:31]2[CH2:32][CH2:33][O:34][CH2:35][CH2:36]2)[S:29][CH:30]=1)[CH2:6][O:7][C:8]1[C:12](/[CH:13]=[CH:37]/[P:46](=[O:53])([O:47][CH2:48][CH3:49])[O:50][CH2:51][CH3:52])=[CH:11][N:10]([C:15]2[CH:20]=[CH:19][CH:18]=[CH:17][CH:16]=2)[N:9]=1, predict the reactants needed to synthesize it. The reactants are: [CH3:1][O:2][C:3]1[CH:4]=[C:5]([CH:21]=[CH:22][C:23]=1[O:24][CH2:25][C:26]1[N:27]=[C:28]([N:31]2[CH2:36][CH2:35][O:34][CH2:33][CH2:32]2)[S:29][CH:30]=1)[CH2:6][O:7][C:8]1[C:12]([CH:13]=O)=[CH:11][N:10]([C:15]2[CH:20]=[CH:19][CH:18]=[CH:17][CH:16]=2)[N:9]=1.[CH2:37]([P:46](=[O:53])([O:50][CH2:51][CH3:52])[O:47][CH2:48][CH3:49])P(=O)(OCC)OCC.CN(C)C=O.[H-].[Na+]. (5) Given the product [CH:1]1([CH2:4][O:5][C:6]2[C:11]([F:12])=[CH:10][CH:9]=[CH:8][C:7]=2[C@:13]([C@@H:21]2[CH2:26][CH2:25][CH2:24][NH:23][CH2:22]2)([OH:20])[CH2:14][CH2:15][CH2:16][CH2:17][O:18][CH3:19])[CH2:3][CH2:2]1, predict the reactants needed to synthesize it. The reactants are: [CH:1]1([CH2:4][O:5][C:6]2[C:11]([F:12])=[CH:10][CH:9]=[CH:8][C:7]=2[C@:13]([C@@H:21]2[CH2:26][CH2:25][CH2:24][N:23](C(OC(C)(C)C)=O)[CH2:22]2)([OH:20])[CH2:14][CH2:15][CH2:16][CH2:17][O:18][CH3:19])[CH2:3][CH2:2]1.C([O-])(O)=O.[Na+]. (6) Given the product [CH2:1]([O:3][C:4]([C:5]1[C:6]([OH:8])=[C:17]2[C:16]([C:18]3[CH:19]=[CH:20][C:21]([CH3:24])=[CH:22][CH:23]=3)=[N:15][N:14]([C:25]([CH3:27])([CH3:26])[CH3:28])[C:13]2=[N:12][CH:11]=1)=[O:29])[CH3:2], predict the reactants needed to synthesize it. The reactants are: [CH2:1]([O:3][C:4](=[O:29])[C:5](=[CH:11][NH:12][C:13]1[N:14]([C:25]([CH3:28])([CH3:27])[CH3:26])[N:15]=[C:16]([C:18]2[CH:23]=[CH:22][C:21]([CH3:24])=[CH:20][CH:19]=2)[CH:17]=1)[C:6]([O:8]CC)=O)[CH3:2]. (7) Given the product [CH3:2][CH:7]([OH:8])[CH3:6].[Cl:1][C:2]1[CH:3]=[C:4]([C:12]2[N:16]=[C:15]([C:17]3[CH:22]=[CH:21][C:20]([C:23]([NH:26][CH2:27][CH2:28][C:29]([OH:31])=[O:30])([CH3:25])[CH3:24])=[CH:19][CH:18]=3)[O:14][N:13]=2)[CH:5]=[CH:6][C:7]=1[O:8][CH:9]([CH3:11])[CH3:10], predict the reactants needed to synthesize it. The reactants are: [Cl:1][C:2]1[CH:3]=[C:4]([C:12]2[N:16]=[C:15]([C:17]3[CH:22]=[CH:21][C:20]([C:23]([NH:26][CH2:27][CH2:28][C:29]([OH:31])=[O:30])([CH3:25])[CH3:24])=[CH:19][CH:18]=3)[O:14][N:13]=2)[CH:5]=[CH:6][C:7]=1[O:8][CH:9]([CH3:11])[CH3:10]. (8) Given the product [CH2:1]([C:8]1[O:9][C:10]2[CH:31]=[CH:30][CH:29]=[CH:28][C:11]=2[C:12]=1[C:13]1[CH:14]=[CH:15][C:16]([C:33]2[CH:34]=[CH:35][C:36]([C:39](=[O:51])[CH2:40][CH2:41][C:46]([OH:45])=[O:47])=[CH:37][CH:38]=2)=[CH:17][CH:18]=1)[C:2]1[CH:3]=[CH:4][CH:5]=[CH:6][CH:7]=1, predict the reactants needed to synthesize it. The reactants are: [CH2:1]([C:8]1[O:9][C:10]2[CH:31]=[CH:30][CH:29]=[CH:28][C:11]=2[C:12]=1[C:13]1[CH:18]=[CH:17][C:16](B2OC(C)(C)C(C)(C)O2)=[CH:15][CH:14]=1)[C:2]1[CH:7]=[CH:6][CH:5]=[CH:4][CH:3]=1.Br[C:33]1[CH:38]=[CH:37][C:36]([C:39](=[O:51])[CH2:40][CH:41]2[C:46](=[O:47])[O:45]C(C)(C)OC2=O)=[CH:35][CH:34]=1.P([O-])([O-])([O-])=O.[K+].[K+].[K+].